This data is from Full USPTO retrosynthesis dataset with 1.9M reactions from patents (1976-2016). The task is: Predict the reactants needed to synthesize the given product. (1) Given the product [CH3:52][S:49]([C:36]1[CH:35]=[CH:34][C:33]([N:53]2[CH2:58][CH2:57][NH:56][CH2:55][CH2:54]2)=[CH:38][C:37]=1[NH:39][C:40]1[C:41]2[CH:48]=[CH:47][CH:46]=[CH:45][C:42]=2[S:43][CH:44]=1)(=[O:51])=[O:50], predict the reactants needed to synthesize it. The reactants are: S1C=C(N)C2C=CC=CC1=2.FC1C=C(F)C=CC=1S(C)(=O)=O.C(N(CC)C(C)C)(C)C.F[C:33]1[CH:34]=[CH:35][C:36]([S:49]([CH3:52])(=[O:51])=[O:50])=[C:37]([NH:39][C:40]2[C:41]3[CH:48]=[CH:47][CH:46]=[CH:45][C:42]=3[S:43][CH:44]=2)[CH:38]=1.[NH:53]1[CH2:58][CH2:57][NH:56][CH2:55][CH2:54]1. (2) Given the product [Br:24][C:25]1[CH:26]=[CH:27][C:28]([Cl:34])=[C:29]([C:30]2[O:15][N:14]=[C:13]([CH2:12][N:8]3[C:9]4[C:5](=[C:4]([C:20]([F:22])([F:23])[F:21])[C:3]([C:1]#[N:2])=[CH:11][CH:10]=4)[CH:6]=[C:7]3[CH2:17][CH2:18][CH3:19])[N:16]=2)[CH:33]=1, predict the reactants needed to synthesize it. The reactants are: [C:1]([C:3]1[C:4]([C:20]([F:23])([F:22])[F:21])=[C:5]2[C:9](=[CH:10][CH:11]=1)[N:8]([CH2:12][C:13](=[NH:16])[NH:14][OH:15])[C:7]([CH2:17][CH2:18][CH3:19])=[CH:6]2)#[N:2].[Br:24][C:25]1[CH:26]=[CH:27][C:28]([Cl:34])=[C:29]([CH:33]=1)[C:30](Cl)=O.C(N(CC)CC)C.